Dataset: Forward reaction prediction with 1.9M reactions from USPTO patents (1976-2016). Task: Predict the product of the given reaction. (1) Given the reactants Br[C:2]1[CH:3]=[CH:4][C:5]([O:8][CH2:9][CH:10]2[CH2:15][CH2:14][N:13]([CH2:16][C:17]([CH3:23])([CH3:22])[C:18]([F:21])([F:20])[F:19])[CH2:12][CH2:11]2)=[N:6][CH:7]=1.[CH3:24][O:25][C:26]([C:28]1[CH:33]=[CH:32][C:31](B(O)O)=[CH:30][CH:29]=1)=[O:27].C([O-])([O-])=O.[Cs+].[Cs+].O1CCOCC1, predict the reaction product. The product is: [F:19][C:18]([F:21])([F:20])[C:17]([CH3:23])([CH3:22])[CH2:16][N:13]1[CH2:14][CH2:15][CH:10]([CH2:9][O:8][C:5]2[N:6]=[CH:7][C:2]([C:31]3[CH:32]=[CH:33][C:28]([C:26]([O:25][CH3:24])=[O:27])=[CH:29][CH:30]=3)=[CH:3][CH:4]=2)[CH2:11][CH2:12]1. (2) Given the reactants C([O:3][C:4](=[O:25])[CH2:5][C:6]1[C:11](=[O:12])[N:10]2[N:13]=[C:14]([C:16]3[CH:21]=[CH:20][C:19]([O:22][CH2:23][CH3:24])=[CH:18][CH:17]=3)[CH:15]=[C:9]2[NH:8][CH:7]=1)C.C(OC1C=CC(C2C=C(N)NN=2)=CC=1)C, predict the reaction product. The product is: [CH2:23]([O:22][C:19]1[CH:18]=[CH:17][C:16]([C:14]2[CH:15]=[C:9]3[NH:8][CH:7]=[C:6]([CH2:5][C:4]([OH:25])=[O:3])[C:11](=[O:12])[N:10]3[N:13]=2)=[CH:21][CH:20]=1)[CH3:24].